From a dataset of Forward reaction prediction with 1.9M reactions from USPTO patents (1976-2016). Predict the product of the given reaction. (1) Given the reactants [C:1]([O:5][C:6]([NH:8][C@@H:9]([C@H:14]([C:18]1[CH:23]=[CH:22][C:21]([C:24]([F:27])([F:26])[F:25])=[CH:20][CH:19]=1)/[CH:15]=[CH:16]/[CH3:17])[C:10](OC)=[O:11])=[O:7])([CH3:4])([CH3:3])[CH3:2].[BH4-].[Li+].CO, predict the reaction product. The product is: [OH:11][CH2:10][C@@H:9]([NH:8][C:6](=[O:7])[O:5][C:1]([CH3:4])([CH3:3])[CH3:2])[C@H:14]([C:18]1[CH:23]=[CH:22][C:21]([C:24]([F:27])([F:26])[F:25])=[CH:20][CH:19]=1)/[CH:15]=[CH:16]/[CH3:17]. (2) Given the reactants [OH:1][CH:2]1[CH2:7][O:6][C:5]2([CH2:12][CH2:11][CH:10]([N:13]3[C:18](=[O:19])[C:17]([CH2:20][C:21]4[CH:26]=[CH:25][C:24]([C:27]5[C:28]([C:33]#[N:34])=[CH:29][CH:30]=[CH:31][CH:32]=5)=[CH:23][CH:22]=4)=[C:16]([CH2:35][CH2:36][CH3:37])[N:15]4[N:38]=[CH:39][N:40]=[C:14]34)[CH2:9][CH2:8]2)[O:4][CH2:3]1.N1C(C)=CC=CC=1C.FC(F)(F)S(O[Si:55]([C:58]([CH3:61])([CH3:60])[CH3:59])([CH3:57])[CH3:56])(=O)=O.Cl, predict the reaction product. The product is: [Si:55]([O:1][CH:2]1[CH2:7][O:6][C:5]2([CH2:12][CH2:11][CH:10]([N:13]3[C:18](=[O:19])[C:17]([CH2:20][C:21]4[CH:26]=[CH:25][C:24]([C:27]5[C:28]([C:33]#[N:34])=[CH:29][CH:30]=[CH:31][CH:32]=5)=[CH:23][CH:22]=4)=[C:16]([CH2:35][CH2:36][CH3:37])[N:15]4[N:38]=[CH:39][N:40]=[C:14]34)[CH2:9][CH2:8]2)[O:4][CH2:3]1)([C:58]([CH3:61])([CH3:60])[CH3:59])([CH3:57])[CH3:56]. (3) The product is: [NH:38]([C:39]([NH:1][C:2]1[CH:31]=[CH:30][C:5]([CH2:6][C:7]2[N:12]=[C:11]([Cl:13])[C:10]([CH2:14][C:15]([O:17][CH3:18])=[O:16])=[C:9]([N:19]([CH2:21][C:22]([NH:24][CH:25]3[CH2:29][CH2:28][CH2:27][CH2:26]3)=[O:23])[CH3:20])[N:8]=2)=[CH:4][CH:3]=1)=[O:40])[C:32]1[CH:37]=[CH:36][CH:35]=[CH:34][CH:33]=1. Given the reactants [NH2:1][C:2]1[CH:31]=[CH:30][C:5]([CH2:6][C:7]2[N:12]=[C:11]([Cl:13])[C:10]([CH2:14][C:15]([O:17][CH3:18])=[O:16])=[C:9]([N:19]([CH2:21][C:22]([NH:24][CH:25]3[CH2:29][CH2:28][CH2:27][CH2:26]3)=[O:23])[CH3:20])[N:8]=2)=[CH:4][CH:3]=1.[C:32]1([N:38]=[C:39]=[O:40])[CH:37]=[CH:36][CH:35]=[CH:34][CH:33]=1.CCOC(C)=O, predict the reaction product. (4) Given the reactants C(NC(C)C)(C)C.C([Li])CCC.C([N-]C(C)C)(C)C.[Li+].[CH2:21]([SnH:25]([CH2:30][CH2:31][CH2:32][CH3:33])[CH2:26][CH2:27][CH2:28][CH3:29])[CH2:22][CH2:23][CH3:24].[CH2:34]([O:36][CH2:37]Cl)[CH3:35].[Cl-].[NH4+], predict the reaction product. The product is: [CH2:30]([Sn:25]([CH2:21][CH2:22][CH2:23][CH3:24])([CH2:26][CH2:27][CH2:28][CH3:29])[CH2:37][O:36][CH2:34][CH3:35])[CH2:31][CH2:32][CH3:33].